This data is from Full USPTO retrosynthesis dataset with 1.9M reactions from patents (1976-2016). The task is: Predict the reactants needed to synthesize the given product. The reactants are: [N+:1]([C:4]1[CH:16]=[CH:15][C:14]2[C:13]3[C:8](=[CH:9][CH:10]=[C:11]([C:17]([F:20])([F:19])[F:18])[CH:12]=3)[NH:7][C:6]=2[CH:5]=1)([O-])=O. Given the product [F:20][C:17]([F:18])([F:19])[C:11]1[CH:12]=[C:13]2[C:8](=[CH:9][CH:10]=1)[NH:7][C:6]1[CH:5]=[C:4]([NH2:1])[CH:16]=[CH:15][C:14]2=1, predict the reactants needed to synthesize it.